From a dataset of Forward reaction prediction with 1.9M reactions from USPTO patents (1976-2016). Predict the product of the given reaction. (1) Given the reactants [Cl-].[Al+3].[Cl-].[Cl-].[N:5]1([C:15]([O:17][CH2:18][CH3:19])=[O:16])[C:14]2[C:9](=[CH:10][CH:11]=[CH:12][CH:13]=2)[CH2:8][CH2:7][CH2:6]1.[Cl:20][CH2:21][CH2:22][C:23](Cl)=[O:24].O, predict the reaction product. The product is: [Cl:20][CH2:21][CH2:22][C:23]([C:11]1[CH:10]=[C:9]2[C:14](=[CH:13][CH:12]=1)[N:5]([C:15]([O:17][CH2:18][CH3:19])=[O:16])[CH2:6][CH2:7][CH2:8]2)=[O:24]. (2) The product is: [CH3:2][S:3]([C:6]1[CH:7]=[CH:8][C:9]([C:12]2[CH:17]=[CH:16][C:15]([O:18][CH2:19][CH:20]3[CH2:25][CH2:24][N:23]([CH2:32][C:33]([F:36])([F:35])[F:34])[CH2:22][CH2:21]3)=[CH:14][CH:13]=2)=[CH:10][CH:11]=1)(=[O:5])=[O:4]. Given the reactants Cl.[CH3:2][S:3]([C:6]1[CH:11]=[CH:10][C:9]([C:12]2[CH:17]=[CH:16][C:15]([O:18][CH2:19][CH:20]3[CH2:25][CH2:24][NH:23][CH2:22][CH2:21]3)=[CH:14][CH:13]=2)=[CH:8][CH:7]=1)(=[O:5])=[O:4].FC(F)(F)S(O[CH2:32][C:33]([F:36])([F:35])[F:34])(=O)=O.C([O-])([O-])=O.[K+].[K+].CCOC(C)=O, predict the reaction product. (3) Given the reactants [CH2:1]([O:5][C:6]1[N:14]=[C:13]2[C:9]([N:10]=[C:11]([O:20][CH3:21])[N:12]2[CH2:15][CH2:16][CH2:17][CH2:18]Cl)=[C:8]([NH2:22])[N:7]=1)[CH2:2][CH2:3][CH3:4].[N:23]1([C:29]([O:31][C:32]([CH3:35])([CH3:34])[CH3:33])=[O:30])[CH2:28][CH2:27][NH:26][CH2:25][CH2:24]1.C(N(CC)C(C)C)(C)C.[I-].[Na+], predict the reaction product. The product is: [NH2:22][C:8]1[N:7]=[C:6]([O:5][CH2:1][CH2:2][CH2:3][CH3:4])[N:14]=[C:13]2[C:9]=1[N:10]=[C:11]([O:20][CH3:21])[N:12]2[CH2:15][CH2:16][CH2:17][CH2:18][N:26]1[CH2:25][CH2:24][N:23]([C:29]([O:31][C:32]([CH3:35])([CH3:34])[CH3:33])=[O:30])[CH2:28][CH2:27]1. (4) Given the reactants [F:1][C:2]([F:41])([F:40])[C:3]1[CH:4]=[C:5]([CH:33]=[C:34]([C:36]([F:39])([F:38])[F:37])[CH:35]=1)[CH2:6][N:7]([CH2:14][C:15]1[C:16]([N:24]([CH2:27][CH:28]2[CH2:32][CH2:31][CH2:30][CH2:29]2)[CH2:25][CH3:26])=[N:17][CH:18]=[C:19]([N+:21]([O-])=O)[CH:20]=1)[C:8]1[N:9]=[N:10][N:11]([CH3:13])[N:12]=1.C(N)CN.[C], predict the reaction product. The product is: [F:40][C:2]([F:1])([F:41])[C:3]1[CH:4]=[C:5]([CH:33]=[C:34]([C:36]([F:39])([F:38])[F:37])[CH:35]=1)[CH2:6][N:7]([CH2:14][C:15]1[C:16]([N:24]([CH2:27][CH:28]2[CH2:32][CH2:31][CH2:30][CH2:29]2)[CH2:25][CH3:26])=[N:17][CH:18]=[C:19]([NH2:21])[CH:20]=1)[C:8]1[N:9]=[N:10][N:11]([CH3:13])[N:12]=1. (5) Given the reactants [OH:1][C:2]1[CH:24]=[CH:23][C:5]([CH:6]=[C:7]2[CH2:12][CH2:11][N:10]([C:13]([O:15][CH2:16][C:17]3[CH:22]=[CH:21][CH:20]=[CH:19][CH:18]=3)=[O:14])[CH2:9][CH2:8]2)=[CH:4][C:3]=1[N+:25]([O-:27])=[O:26].Br[CH2:29][C:30]([O:32][CH3:33])=[O:31].C(=O)([O-])[O-].[K+].[K+].O, predict the reaction product. The product is: [CH3:33][O:32][C:30](=[O:31])[CH2:29][O:1][C:2]1[CH:24]=[CH:23][C:5]([CH:6]=[C:7]2[CH2:12][CH2:11][N:10]([C:13]([O:15][CH2:16][C:17]3[CH:18]=[CH:19][CH:20]=[CH:21][CH:22]=3)=[O:14])[CH2:9][CH2:8]2)=[CH:4][C:3]=1[N+:25]([O-:27])=[O:26]. (6) Given the reactants [CH:1]([C:4]1[CH:9]=[CH:8][CH:7]=[CH:6][C:5]=1[NH:10][C:11]([NH:13]/[N:14]=[CH:15]/[C:16]1[CH:21]=[CH:20][C:19]([C:22]2[N:26]=[CH:25][N:24]([C:27]3[CH:32]=[CH:31][C:30]([C:33]([F:36])([F:35])[F:34])=[CH:29][CH:28]=3)[N:23]=2)=[CH:18][CH:17]=1)=[S:12])([CH3:3])[CH3:2].C(=O)([O-])[O-].[K+].[K+].Br[CH2:44][CH2:45][CH2:46]Cl, predict the reaction product. The product is: [CH:1]([C:4]1[CH:9]=[CH:8][CH:7]=[CH:6][C:5]=1/[N:10]=[C:11]1\[S:12][CH2:44][CH2:45][CH2:46][N:13]\1/[N:14]=[CH:15]/[C:16]1[CH:17]=[CH:18][C:19]([C:22]2[N:26]=[CH:25][N:24]([C:27]3[CH:28]=[CH:29][C:30]([C:33]([F:35])([F:36])[F:34])=[CH:31][CH:32]=3)[N:23]=2)=[CH:20][CH:21]=1)([CH3:3])[CH3:2]. (7) The product is: [F:17][C:3]([F:2])([F:16])[C:4]1[CH:9]=[CH:8][CH:7]=[CH:6][C:5]=1[CH:10]1[CH2:11][CH2:12][N:13]([C:34]([C:31]2[C:28]3[CH2:29][CH2:30][N:25]([C:23]([O:22][C:18]([CH3:21])([CH3:20])[CH3:19])=[O:24])[CH2:26][C:27]=3[NH:33][N:32]=2)=[O:35])[CH2:14][CH2:15]1. Given the reactants Cl.[F:2][C:3]([F:17])([F:16])[C:4]1[CH:9]=[CH:8][CH:7]=[CH:6][C:5]=1[CH:10]1[CH2:15][CH2:14][NH:13][CH2:12][CH2:11]1.[C:18]([O:22][C:23]([N:25]1[CH2:30][CH2:29][C:28]2[C:31]([C:34](O)=[O:35])=[N:32][NH:33][C:27]=2[CH2:26]1)=[O:24])([CH3:21])([CH3:20])[CH3:19].CCN(C(C)C)C(C)C.CCN=C=NCCCN(C)C.C1C=CC2N(O)N=NC=2C=1, predict the reaction product.